This data is from KCNQ2 potassium channel screen with 302,405 compounds. The task is: Binary Classification. Given a drug SMILES string, predict its activity (active/inactive) in a high-throughput screening assay against a specified biological target. (1) The drug is Brc1cc(C(=S)N2CCOCC2)cc(Br)c1OC(=O)c1ccc(Cl)cc1. The result is 0 (inactive). (2) The compound is O(C1c2c(CCc3c1cccc3)ccc1c2cccc1)CCN(C)C. The result is 0 (inactive). (3) The molecule is S=c1n(c(=O)c2c([nH]1)cc(cc2)C(=O)Nc1cc(ccc1)C)c1ccc(OC)cc1. The result is 0 (inactive).